Regression. Given a peptide amino acid sequence and an MHC pseudo amino acid sequence, predict their binding affinity value. This is MHC class II binding data. From a dataset of Peptide-MHC class II binding affinity with 134,281 pairs from IEDB. (1) The peptide sequence is LCLNYIEQDERLSRQ. The MHC is DRB1_0101 with pseudo-sequence DRB1_0101. The binding affinity (normalized) is 0.282. (2) The peptide sequence is EVIPTAFKIGKTYTP. The MHC is DRB4_0101 with pseudo-sequence DRB4_0103. The binding affinity (normalized) is 0.114. (3) The binding affinity (normalized) is 0.497. The MHC is DRB5_0101 with pseudo-sequence DRB5_0101. The peptide sequence is PKLEFGSLIVNPSLN.